Dataset: Full USPTO retrosynthesis dataset with 1.9M reactions from patents (1976-2016). Task: Predict the reactants needed to synthesize the given product. (1) Given the product [ClH:59].[F:1][C:2]1([C:11]2[S:12][CH:13]=[C:14]([CH2:16][O:17][C:18]3[CH:23]=[CH:22][C:21]([S:24]([CH3:27])(=[O:26])=[O:25])=[CH:20][CH:19]=3)[N:15]=2)[CH2:3][CH2:4][NH:5][CH2:6][CH2:7]1, predict the reactants needed to synthesize it. The reactants are: [F:1][C:2]1([C:11]2[S:12][CH:13]=[C:14]([CH2:16][O:17][C:18]3[CH:23]=[CH:22][C:21]([S:24]([CH3:27])(=[O:26])=[O:25])=[CH:20][CH:19]=3)[N:15]=2)[CH2:7][CH2:6][N:5](C(O)=O)[CH2:4][CH2:3]1.C(OC(N1CCC(F)(C2SC=C(COC3C=CC(S(C)(=O)=O)=CC=3)N=2)CC1)=O)(C)(C)C.[ClH:59]. (2) The reactants are: [Li][CH2:2][CH2:3]CC.[CH3:6][S:7][C:8]1[CH:15]=[CH:14][C:11]([CH:12]=O)=[CH:10][CH:9]=1.[NH4+].[Cl-]. Given the product [CH:12]([C:11]1[CH:14]=[CH:15][C:8]([S:7][CH3:6])=[CH:9][CH:10]=1)=[CH:2][CH3:3], predict the reactants needed to synthesize it.